Dataset: TCR-epitope binding with 47,182 pairs between 192 epitopes and 23,139 TCRs. Task: Binary Classification. Given a T-cell receptor sequence (or CDR3 region) and an epitope sequence, predict whether binding occurs between them. The epitope is IIKDYGKQM. The TCR CDR3 sequence is CSARQVVIWNTEAFF. Result: 0 (the TCR does not bind to the epitope).